Dataset: Reaction yield outcomes from USPTO patents with 853,638 reactions. Task: Predict the reaction yield, written as a fraction of the theoretical maximum amount of product (1.0 means a 100% yield; for example, 0.34 means a 34% yield). The reactants are [NH:1]1[C:5]2[CH:6]=[CH:7][C:8]([NH:10][C:11](=[O:18])OCC(Cl)(Cl)Cl)=[CH:9][C:4]=2[N:3]=[CH:2]1.[C:19]1([C:25]2[N:29]=[C:28]([N:30]3[CH2:35][CH2:34][NH:33][CH2:32][CH2:31]3)[S:27][N:26]=2)[CH:24]=[CH:23][CH:22]=[CH:21][CH:20]=1.C(N(C(C)C)CC)(C)C.O. The catalyst is CS(C)=O. The product is [NH:1]1[C:5]2[CH:6]=[CH:7][C:8]([NH:10][C:11]([N:33]3[CH2:34][CH2:35][N:30]([C:28]4[S:27][N:26]=[C:25]([C:19]5[CH:24]=[CH:23][CH:22]=[CH:21][CH:20]=5)[N:29]=4)[CH2:31][CH2:32]3)=[O:18])=[CH:9][C:4]=2[N:3]=[CH:2]1. The yield is 0.0500.